From a dataset of Catalyst prediction with 721,799 reactions and 888 catalyst types from USPTO. Predict which catalyst facilitates the given reaction. (1) Reactant: [C:1]([O:5][C:6](=[O:43])[NH:7][C@:8]([CH2:29][O:30][P:31]([O:38][C:39]([CH3:42])([CH3:41])[CH3:40])([O:33][C:34]([CH3:37])([CH3:36])[CH3:35])=[O:32])([CH3:28])[CH2:9][CH2:10][C:11]1[CH:16]=[CH:15][C:14]([O:17]CC2C=CC=CC=2)=[C:13]([N+:25]([O-])=O)[CH:12]=1)([CH3:4])([CH3:3])[CH3:2].[H][H]. Product: [C:1]([O:5][C:6](=[O:43])[NH:7][C@:8]([CH2:29][O:30][P:31]([O:33][C:34]([CH3:37])([CH3:36])[CH3:35])([O:38][C:39]([CH3:42])([CH3:41])[CH3:40])=[O:32])([CH3:28])[CH2:9][CH2:10][C:11]1[CH:16]=[CH:15][C:14]([OH:17])=[C:13]([NH2:25])[CH:12]=1)([CH3:4])([CH3:2])[CH3:3]. The catalyst class is: 29. (2) Reactant: [C:1]([C:3]1[CH:8]=[CH:7][C:6]([CH2:9][CH2:10][CH:11](/[CH:23]=[CH:24]/[C:25]2[CH:30]=[CH:29][CH:28]=[CH:27][C:26]=2[OH:31])[CH2:12][C:13]2[CH:22]=[CH:21][C:16]([C:17]([O:19][CH3:20])=[O:18])=[CH:15][CH:14]=2)=[CH:5][CH:4]=1)#[N:2].[Cl:32][C:33]1[CH:40]=[CH:39][CH:38]=[CH:37][C:34]=1[CH2:35]Br.C(=O)([O-])[O-].[K+].[K+]. Product: [Cl:32][C:33]1[CH:40]=[CH:39][CH:38]=[CH:37][C:34]=1[CH2:35][O:31][C:26]1[CH:27]=[CH:28][CH:29]=[CH:30][C:25]=1/[CH:24]=[CH:23]/[CH:11]([CH2:10][CH2:9][C:6]1[CH:7]=[CH:8][C:3]([C:1]#[N:2])=[CH:4][CH:5]=1)[CH2:12][C:13]1[CH:14]=[CH:15][C:16]([C:17]([O:19][CH3:20])=[O:18])=[CH:21][CH:22]=1. The catalyst class is: 10. (3) Reactant: [NH2:1][C:2](=[N:18]OC(=O)CC(C)(C)C(OC)=O)[C:3]1[S:4][CH:5]=[C:6]([CH2:8][O:9][CH2:10][O:11][CH2:12][CH2:13][Si:14]([CH3:17])([CH3:16])[CH3:15])[N:7]=1.CN(C(ON1N=NC2C=CC=NC1=2)=[N+](C)C)C.F[P-](F)(F)(F)(F)F.CCN(C(C)C)C(C)C.[OH:63][C:64]([CH3:69])([CH3:68])[C:65](O)=[O:66]. Product: [CH3:15][Si:14]([CH3:17])([CH3:16])[CH2:13][CH2:12][O:11][CH2:10][O:9][CH2:8][C:6]1[N:7]=[C:3]([C:2]2[N:18]=[C:65]([C:64]([OH:63])([CH3:69])[CH3:68])[O:66][N:1]=2)[S:4][CH:5]=1. The catalyst class is: 31. (4) Reactant: [Cl:1][C:2]1[C:3]([O:12][C:13]2[CH:18]=[C:17]([OH:19])[CH:16]=[CH:15][C:14]=2/[CH:20]=[CH:21]/[C:22]([O:24][CH2:25][CH3:26])=[O:23])=[N:4][CH:5]=[C:6]([C:8]([F:11])([F:10])[F:9])[CH:7]=1.C(=O)([O-])[O-].[K+].[K+].[I-].[Na+].Br[CH2:36][CH2:37][CH2:38][O:39][CH3:40].Cl. Product: [Cl:1][C:2]1[C:3]([O:12][C:13]2[CH:18]=[C:17]([O:19][CH2:36][CH2:37][CH2:38][O:39][CH3:40])[CH:16]=[CH:15][C:14]=2/[CH:20]=[CH:21]/[C:22]([O:24][CH2:25][CH3:26])=[O:23])=[N:4][CH:5]=[C:6]([C:8]([F:9])([F:11])[F:10])[CH:7]=1. The catalyst class is: 9. (5) Reactant: [NH2:1][CH2:2][CH2:3][CH2:4][CH2:5][N:6]1[CH2:11][CH2:10][CH:9]([C:12]2[CH:13]=[C:14]([NH:18][C:19](=[O:23])[CH:20]([CH3:22])[CH3:21])[CH:15]=[CH:16][CH:17]=2)[CH2:8][CH2:7]1.[C:24]1([CH:30]([C:34]2[CH:39]=[CH:38][CH:37]=[CH:36][CH:35]=2)[C:31](Cl)=[O:32])[CH:29]=[CH:28][CH:27]=[CH:26][CH:25]=1. Product: [C:34]1([CH:30]([C:24]2[CH:25]=[CH:26][CH:27]=[CH:28][CH:29]=2)[C:31]([NH:1][CH2:2][CH2:3][CH2:4][CH2:5][N:6]2[CH2:7][CH2:8][CH:9]([C:12]3[CH:13]=[C:14]([NH:18][C:19](=[O:23])[CH:20]([CH3:21])[CH3:22])[CH:15]=[CH:16][CH:17]=3)[CH2:10][CH2:11]2)=[O:32])[CH:35]=[CH:36][CH:37]=[CH:38][CH:39]=1. The catalyst class is: 76.